From a dataset of Forward reaction prediction with 1.9M reactions from USPTO patents (1976-2016). Predict the product of the given reaction. Given the reactants OC(C)(C)CN1C=C[C:6]([NH:9][C:10](=[O:30])[C@@H:11]([N:16]2[CH2:20][C:19]([O:21][C:22]3[CH:27]=[CH:26][CH:25]=[CH:24][C:23]=3[Cl:28])=[CH:18][C:17]2=[O:29])[CH2:12][CH:13]([CH3:15])[CH3:14])=[N:5]1.Cl.CN(C)CCCN=C=NCC.ON1C2C=CC=CC=2N=N1.[CH3:55][O:56][CH2:57][C:58]1N=C(N)[S:60][N:59]=1, predict the reaction product. The product is: [CH3:55][O:56][CH2:57][C:58]1[N:5]=[C:6]([NH:9][C:10](=[O:30])[C@@H:11]([N:16]2[CH2:20][C:19]([O:21][C:22]3[CH:27]=[CH:26][CH:25]=[CH:24][C:23]=3[Cl:28])=[CH:18][C:17]2=[O:29])[CH2:12][CH:13]([CH3:15])[CH3:14])[S:60][N:59]=1.